Dataset: Peptide-MHC class II binding affinity with 134,281 pairs from IEDB. Task: Regression. Given a peptide amino acid sequence and an MHC pseudo amino acid sequence, predict their binding affinity value. This is MHC class II binding data. (1) The peptide sequence is NSHHYISMGTSGLEL. The MHC is DRB1_0101 with pseudo-sequence DRB1_0101. The binding affinity (normalized) is 0.688. (2) The peptide sequence is LIEKINAGFKAAVAA. The MHC is HLA-DQA10501-DQB10301 with pseudo-sequence HLA-DQA10501-DQB10301. The binding affinity (normalized) is 0.724. (3) The peptide sequence is VDLAKSLRIAAKIYS. The binding affinity (normalized) is 0.765. The MHC is DRB1_1302 with pseudo-sequence DRB1_1302. (4) The peptide sequence is ILELAQSETCSPGGQ. The MHC is HLA-DQA10301-DQB10302 with pseudo-sequence HLA-DQA10301-DQB10302. The binding affinity (normalized) is 0.407. (5) The peptide sequence is GELQIVDKIMAAFKI. The MHC is DRB3_0202 with pseudo-sequence DRB3_0202. The binding affinity (normalized) is 0.276. (6) The peptide sequence is VEKGSNPNYLALLVK. The MHC is HLA-DQA10501-DQB10301 with pseudo-sequence HLA-DQA10501-DQB10301. The binding affinity (normalized) is 0.226. (7) The peptide sequence is APSMEEVAAAAVAVT. The MHC is HLA-DPA10201-DPB10501 with pseudo-sequence HLA-DPA10201-DPB10501. The binding affinity (normalized) is 0.0598. (8) The peptide sequence is LHFSEALRIIAGTPE. The MHC is HLA-DQA10401-DQB10402 with pseudo-sequence HLA-DQA10401-DQB10402. The binding affinity (normalized) is 0.386. (9) The peptide sequence is QEVEFIGYGKATLECKK. The MHC is HLA-DQA10201-DQB10402 with pseudo-sequence HLA-DQA10201-DQB10402. The binding affinity (normalized) is 0.